The task is: Predict the product of the given reaction.. This data is from Forward reaction prediction with 1.9M reactions from USPTO patents (1976-2016). (1) Given the reactants [F:1][C:2]1[CH:7]=[CH:6][C:5]([S:8][CH:9]([C:20]2[C:25]([F:26])=[CH:24][CH:23]=[C:22]([F:27])[C:21]=2[F:28])[C:10]2[C:11]([CH3:19])=[CH:12][C:13]([C:16](O)=[O:17])=[N:14][CH:15]=2)=[CH:4][CH:3]=1.F[P-](F)(F)(F)(F)F.[N:36]1(O[P+](N2CCCC2)(N2CCCC2)N2CCCC2)C2C=CC=CC=2N=N1.ON1C2C=CC=CC=2N=N1.[Cl-].[NH4+].C(N(C(C)C)C(C)C)C, predict the reaction product. The product is: [F:1][C:2]1[CH:3]=[CH:4][C:5]([S:8][CH:9]([C:20]2[C:25]([F:26])=[CH:24][CH:23]=[C:22]([F:27])[C:21]=2[F:28])[C:10]2[C:11]([CH3:19])=[CH:12][C:13]([C:16]([NH2:36])=[O:17])=[N:14][CH:15]=2)=[CH:6][CH:7]=1. (2) Given the reactants C([P:3](=[O:18])([O:14][CH:15]([CH3:17])C)[O:4]C1C=CC([N+]([O-])=O)=CC=1)C.C(P(=O)(OC1C=CC([N+]([O-])=O)=CC=1)[O:22][CH:23]([CH3:26])[CH2:24]F)C.C(P(=O)(OC1C=CC([N+]([O-])=O)=CC=1)OC(C)CCl)C.C(P(=O)(OC1C=CC([N+]([O-])=O)=CC=1)OC(C)CBr)C.C(P(=O)(OC1C=CC([N+]([O-])=O)=CC=1)OC(C)CI)C.C(P(OC1C=CC([N+]([O-])=O)=CC=1C(C)COS(C1C=CC(C)=CC=1)(=O)=O)(=O)[O-])C, predict the reaction product. The product is: [PH:3](=[O:18])([O:4][O:22][CH:23]([CH3:26])[CH3:24])[O:14][CH2:15][CH3:17].